This data is from Reaction yield outcomes from USPTO patents with 853,638 reactions. The task is: Predict the reaction yield, written as a fraction of the theoretical maximum amount of product (1.0 means a 100% yield; for example, 0.34 means a 34% yield). (1) The reactants are [CH3:1][C:2]1[CH:7]=[CH:6][C:5]([C:8]([N:10]=[C:11]=[S:12])=[O:9])=[CH:4][CH:3]=1.[CH3:13][O:14][C:15]1[CH:16]=[C:17]2[C:22](=[CH:23][C:24]=1[O:25][CH3:26])[N:21]=[CH:20][CH:19]=[C:18]2[O:27][C:28]1[CH:34]=[CH:33][C:31]([NH2:32])=[C:30]([CH3:35])[C:29]=1[CH3:36].C1(C)C=CC=CC=1. The catalyst is C(O)C. The product is [CH3:13][O:14][C:15]1[CH:16]=[C:17]2[C:22](=[CH:23][C:24]=1[O:25][CH3:26])[N:21]=[CH:20][CH:19]=[C:18]2[O:27][C:28]1[CH:34]=[CH:33][C:31]([NH:32][C:11]([NH:10][C:8](=[O:9])[C:5]2[CH:4]=[CH:3][C:2]([CH3:1])=[CH:7][CH:6]=2)=[S:12])=[C:30]([CH3:35])[C:29]=1[CH3:36]. The yield is 0.780. (2) The reactants are [N:1]([CH2:4][CH2:5][CH2:6][CH2:7]N1C=C(C(NCC2C=CC=C(OC(F)(F)F)C=2)=O)N=N1)=[N+:2]=[N-:3].[Na].[O:29]=[C:30]1[O:36][C@H:35]([C@H:37]([CH2:39]O)O)[C:33](O)=[C:31]1O.[C:41]([O:45][C:46]([CH3:49])([CH3:48])[CH3:47])(=[O:44])[C:42]#[CH:43].[CH3:50]C(O)(C)C. The catalyst is O. The product is [C:30]([O:36][CH2:7][CH2:6][CH2:5][CH2:4][N:1]1[CH:43]=[C:42]([C:41]([O:45][C:46]([CH3:49])([CH3:48])[CH3:47])=[O:44])[N:3]=[N:2]1)(=[O:29])[C:31]1[CH:33]=[CH:35][CH:37]=[CH:39][CH:50]=1. The yield is 0.960.